Dataset: Full USPTO retrosynthesis dataset with 1.9M reactions from patents (1976-2016). Task: Predict the reactants needed to synthesize the given product. (1) The reactants are: [CH:1]1([C:4]2[O:8][N:7]=[C:6]([C:9]3[CH:14]=[CH:13][CH:12]=[CH:11][C:10]=3[CH3:15])[C:5]=2[CH2:16][O:17][CH:18]2[CH2:24][CH:23]3[N:25](C(OC(C)(C)C)=O)[CH:20]([CH2:21][CH2:22]3)[CH2:19]2)[CH2:3][CH2:2]1. Given the product [CH:23]12[NH:25][CH:20]([CH2:21][CH2:22]1)[CH2:19][CH:18]([O:17][CH2:16][C:5]1[C:6]([C:9]3[CH:14]=[CH:13][CH:12]=[CH:11][C:10]=3[CH3:15])=[N:7][O:8][C:4]=1[CH:1]1[CH2:2][CH2:3]1)[CH2:24]2, predict the reactants needed to synthesize it. (2) Given the product [CH:24]([NH:1][C:2]1[C:3]([Cl:13])=[C:4]([CH:9]=[C:10]([Cl:12])[CH:11]=1)[C:5]([O:7][CH3:8])=[O:6])([CH2:26][CH3:27])[CH3:25], predict the reactants needed to synthesize it. The reactants are: [NH2:1][C:2]1[C:3]([Cl:13])=[C:4]([CH:9]=[C:10]([Cl:12])[CH:11]=1)[C:5]([O:7][CH3:8])=[O:6].CCN(C(C)C)C(C)C.I[CH:24]([CH2:26][CH3:27])[CH3:25].CS(C)=O. (3) The reactants are: [Br:1][C:2]1[CH:7]=[CH:6][C:5]([C:8](=[O:16])[CH2:9][C:10]2[CH:15]=[CH:14][CH:13]=[CH:12][N:11]=2)=[CH:4][CH:3]=1.[BH4-].[Na+]. Given the product [Br:1][C:2]1[CH:7]=[CH:6][C:5]([CH:8]([OH:16])[CH2:9][C:10]2[CH:15]=[CH:14][CH:13]=[CH:12][N:11]=2)=[CH:4][CH:3]=1, predict the reactants needed to synthesize it. (4) Given the product [F:1][C:2]1[CH:7]=[CH:6][C:5]([C:8]2[N:12]([CH3:13])[N:11]=[CH:10][C:9]=2[C:14]2[S:15][CH:16]=[C:17]([CH2:19][C:20]([NH:51][CH2:50][CH:47]3[CH2:48][CH2:49][O:44][CH2:45][CH2:46]3)=[O:22])[N:18]=2)=[CH:4][CH:3]=1, predict the reactants needed to synthesize it. The reactants are: [F:1][C:2]1[CH:7]=[CH:6][C:5]([C:8]2[N:12]([CH3:13])[N:11]=[CH:10][C:9]=2[C:14]2[S:15][CH:16]=[C:17]([CH2:19][C:20]([OH:22])=O)[N:18]=2)=[CH:4][CH:3]=1.CCN=C=NCCCN(C)C.C1C=CC2N(O)N=NC=2C=1.[O:44]1[CH2:49][CH2:48][CH:47]([CH2:50][NH2:51])[CH2:46][CH2:45]1.